Dataset: Full USPTO retrosynthesis dataset with 1.9M reactions from patents (1976-2016). Task: Predict the reactants needed to synthesize the given product. (1) Given the product [C:1]([O:5][C:6](=[O:7])[NH:8][CH2:9][C:10]1[CH:18]=[CH:17][CH:16]=[C:12]([C:13](=[O:15])[NH:50][C:47]2[CH:46]=[CH:45][C:44]([CH2:43][N:41]([CH3:42])[CH3:40])=[CH:49][CH:48]=2)[CH:11]=1)([CH3:2])([CH3:3])[CH3:4], predict the reactants needed to synthesize it. The reactants are: [C:1]([O:5][C:6]([NH:8][CH2:9][C:10]1[CH:11]=[C:12]([CH:16]=[CH:17][CH:18]=1)[C:13]([OH:15])=O)=[O:7])([CH3:4])([CH3:3])[CH3:2].C(Cl)CCl.C1C=CC2N(O)N=NC=2C=1.CN1CCOCC1.[CH3:40][N:41]([CH2:43][C:44]1[CH:49]=[CH:48][C:47]([NH2:50])=[CH:46][CH:45]=1)[CH3:42]. (2) Given the product [Cl:27][C:28]1[CH:33]=[C:32]([C:2]2[CH:3]=[C:4]3[C:9](=[CH:10][CH:11]=2)[N:8]=[CH:7][C:6]([C:12]([CH:14]2[CH2:15][CH2:16]2)=[O:13])=[C:5]3[NH:17][C@H:18]2[CH2:23][CH2:22][C@H:21]([N:24]([CH3:25])[CH3:26])[CH2:20][CH2:19]2)[CH:31]=[C:30]([O:43][CH3:44])[C:29]=1[OH:45], predict the reactants needed to synthesize it. The reactants are: Br[C:2]1[CH:3]=[C:4]2[C:9](=[CH:10][CH:11]=1)[N:8]=[CH:7][C:6]([C:12]([CH:14]1[CH2:16][CH2:15]1)=[O:13])=[C:5]2[NH:17][C@H:18]1[CH2:23][CH2:22][C@H:21]([N:24]([CH3:26])[CH3:25])[CH2:20][CH2:19]1.[Cl:27][C:28]1[CH:33]=[C:32](B2OC(C)(C)C(C)(C)O2)[CH:31]=[C:30]([O:43][CH3:44])[C:29]=1[OH:45]. (3) Given the product [N:27]1([CH2:26][CH2:25][CH2:24][N:18]2[CH2:19][CH2:20][N:21]([C:6]3[N:5]=[C:4]([NH2:8])[CH:3]=[CH:2][N:7]=3)[CH2:22][CH2:23]2)[CH2:28][CH2:29][O:30][CH2:31][CH2:32]1, predict the reactants needed to synthesize it. The reactants are: Cl[C:2]1[N:7]=[CH:6][N:5]=[C:4]([NH2:8])[CH:3]=1.C(N(C(C)C)CC)(C)C.[N:18]1([CH2:24][CH2:25][CH2:26][N:27]2[CH2:32][CH2:31][O:30][CH2:29][CH2:28]2)[CH2:23][CH2:22][NH:21][CH2:20][CH2:19]1.